From a dataset of Catalyst prediction with 721,799 reactions and 888 catalyst types from USPTO. Predict which catalyst facilitates the given reaction. The catalyst class is: 3. Reactant: [CH3:1][O:2][C:3]1[CH:12]=[C:11]2[C:6]([C:7]([O:13][C:14]3[CH:19]=[CH:18][C:17]([NH:20][C:21]4[C:30]5[C:25](=[CH:26][CH:27]=[CH:28][CH:29]=5)[C:24]([C:31]5[CH:32]=[CH:33][C:34]([CH3:38])=[C:35]([OH:37])[CH:36]=5)=[N:23][N:22]=4)=[CH:16][CH:15]=3)=[CH:8][CH:9]=[N:10]2)=[N:5][CH:4]=1.C(=O)([O-])[O-].[Cs+].[Cs+].Br[CH2:46][CH2:47][O:48][CH3:49]. Product: [CH3:1][O:2][C:3]1[CH:12]=[C:11]2[C:6]([C:7]([O:13][C:14]3[CH:15]=[CH:16][C:17]([NH:20][C:21]4[C:30]5[C:25](=[CH:26][CH:27]=[CH:28][CH:29]=5)[C:24]([C:31]5[CH:32]=[CH:33][C:34]([CH3:38])=[C:35]([O:37][CH2:46][CH2:47][O:48][CH3:49])[CH:36]=5)=[N:23][N:22]=4)=[CH:18][CH:19]=3)=[CH:8][CH:9]=[N:10]2)=[N:5][CH:4]=1.